Dataset: Catalyst prediction with 721,799 reactions and 888 catalyst types from USPTO. Task: Predict which catalyst facilitates the given reaction. (1) Reactant: [NH2:1][CH:2]([CH3:12])[CH2:3][CH2:4][C:5]1[CH:10]=[CH:9][C:8]([OH:11])=[CH:7][CH:6]=1.C(N(CC)CC)C.[C:20](OC(=O)C)(=[O:22])[CH3:21]. Product: [OH:11][C:8]1[CH:7]=[CH:6][C:5]([CH2:4][CH2:3][CH:2]([NH:1][C:20](=[O:22])[CH3:21])[CH3:12])=[CH:10][CH:9]=1. The catalyst class is: 13. (2) Reactant: [N:1]1[CH:6]=[CH:5][CH:4]=[CH:3][C:2]=1[SH:7].[CH:8]1([C:11](Cl)=[O:12])[CH2:10][CH2:9]1. Product: [CH:8]1([C:11](=[O:12])[S:7][C:2]2[CH:3]=[CH:4][CH:5]=[CH:6][N:1]=2)[CH2:10][CH2:9]1. The catalyst class is: 1. (3) Reactant: [Cl-].[CH3:2][NH+:3]1[CH2:7][CH2:6][N:5]([CH3:8])[CH:4]1[N:9]([CH2:12][CH3:13])[CH2:10][CH3:11].[F:14][C:15]([F:21])([F:20])[S:16]([OH:19])(=[O:18])=[O:17]. Product: [O-:19][S:16]([C:15]([F:21])([F:20])[F:14])(=[O:18])=[O:17].[CH3:8][NH+:5]1[CH2:6][CH2:7][N:3]([CH3:2])[CH:4]1[N:9]([CH2:12][CH3:13])[CH2:10][CH3:11]. The catalyst class is: 6.